Dataset: Forward reaction prediction with 1.9M reactions from USPTO patents (1976-2016). Task: Predict the product of the given reaction. (1) Given the reactants [C:1]([O:4][C@H:5]1[C@@H:20]([O:21][C:22](=[O:24])[CH3:23])[C@H:19]([O:25][C:26](=[O:28])[CH3:27])[C@@H:18]([CH2:29][O:30][C:31](=[O:33])[CH3:32])[O:17][C@@H:6]1[O:7][C:8]1[C:13]([Cl:14])=[CH:12][C:11](Br)=[CH:10][C:9]=1[Cl:16])(=[O:3])[CH3:2].[CH3:34][O:35][C:36]([C:38]1[CH:43]=[CH:42][C:41](B(O)O)=[CH:40][CH:39]=1)=[O:37].C(=O)([O-])[O-].[Cs+].[Cs+].C(O[C@H]1[C@@H](OC(=O)C)[C@H](OC(=O)C)[C@@H](COC(=O)C)O[C@@H]1OC1C=CC(C2C=CC(C(OC)=O)=CC=2)=CC=1Cl)(=O)C, predict the reaction product. The product is: [C:1]([O:4][C@H:5]1[C@@H:20]([O:21][C:22](=[O:24])[CH3:23])[C@H:19]([O:25][C:26](=[O:28])[CH3:27])[C@@H:18]([CH2:29][O:30][C:31](=[O:33])[CH3:32])[O:17][C@@H:6]1[O:7][C:8]1[C:13]([Cl:14])=[CH:12][C:11]([C:41]2[CH:42]=[CH:43][C:38]([C:36]([O:35][CH3:34])=[O:37])=[CH:39][CH:40]=2)=[CH:10][C:9]=1[Cl:16])(=[O:3])[CH3:2]. (2) Given the reactants [Br:1][C:2]1[C:3]([CH3:10])=[C:4]([CH3:9])[C:5](N)=[N:6][CH:7]=1.[OH:11]S(O)(=O)=O.N([O-])=O.[Na+], predict the reaction product. The product is: [Br:1][C:2]1[C:3]([CH3:10])=[C:4]([CH3:9])[C:5](=[O:11])[NH:6][CH:7]=1. (3) Given the reactants [CH:1]1[C:11]2[C:10]3[CH:12]=[CH:13][CH:14]=[CH:15][C:9]=3[CH2:8][C:7](=[O:16])[NH:6][C:5]=2[CH:4]=[CH:3][CH:2]=1.CCN(CC)CC.[Si]([I:28])(C)(C)C, predict the reaction product. The product is: [I:28][N:6]1[C:7](=[O:16])[CH2:8][C:9]2[CH:15]=[CH:14][CH:13]=[CH:12][C:10]=2[C:11]2[CH:1]=[CH:2][CH:3]=[CH:4][C:5]1=2.